This data is from Full USPTO retrosynthesis dataset with 1.9M reactions from patents (1976-2016). The task is: Predict the reactants needed to synthesize the given product. (1) Given the product [CH3:19][S:16]([C:9]1[CH:10]=[C:11]([CH:14]=[CH:15][C:8]=1[CH:6]1[C:5]2[C:20](=[O:23])[CH2:21][CH2:22][C:4]=2[N:3]([C:24]2[CH:29]=[CH:28][N:27]=[C:26]([C:30]([F:32])([F:33])[F:31])[CH:25]=2)[C:2](=[O:1])[N:7]1[CH3:34])[C:12]#[N:13])(=[O:18])=[O:17], predict the reactants needed to synthesize it. The reactants are: [O:1]=[C:2]1[NH:7][CH:6]([C:8]2[CH:15]=[CH:14][C:11]([C:12]#[N:13])=[CH:10][C:9]=2[S:16]([CH3:19])(=[O:18])=[O:17])[C:5]2[C:20](=[O:23])[CH2:21][CH2:22][C:4]=2[N:3]1[C:24]1[CH:29]=[CH:28][N:27]=[C:26]([C:30]([F:33])([F:32])[F:31])[CH:25]=1.[C:34](=O)([O-])[O-].[Cs+].[Cs+].CI.COC(C)(C)C.FC(F)(F)C(O)=O. (2) Given the product [Cl:1][C:8]1[CH:6]=[CH:5][C:4]2[NH:17][C:16]3[C:10]([C:3]=2[CH:9]=1)=[CH:11][C:12]([Cl:2])=[CH:13][CH:15]=3, predict the reactants needed to synthesize it. The reactants are: [ClH:1].[ClH:2].[C:3]1([C:10]2[CH:16]=[CH:15][C:13](N)=[CH:12][CH:11]=2)[CH:9]=[CH:8][C:6](N)=[CH:5][CH:4]=1.[N+:17]([O-])([O-])=O.[K+].S(=O)(=O)(O)O. (3) Given the product [Cl:1][C:2]1[C:3]([CH:5]=[C:6]([NH:12][C:13]2[C:22]3[C:17](=[CH:18][C:19]([O:25][CH2:26][CH2:27][O:28][CH3:29])=[C:20]([O:23][CH3:24])[CH:21]=3)[N:16]=[CH:15][N:14]=2)[C:7](=[O:11])[C:8]=1[O:9][CH2:10][CH:30]1[CH2:32][CH2:31]1)=[O:4], predict the reactants needed to synthesize it. The reactants are: [Cl:1][C:2]1[C:3]([CH:5]=[C:6]([NH:12][C:13]2[C:22]3[C:17](=[CH:18][C:19]([O:25][CH2:26][CH2:27][O:28][CH3:29])=[C:20]([O:23][CH3:24])[CH:21]=3)[N:16]=[CH:15][N:14]=2)[C:7](=[O:11])[C:8]=1[O:9][CH3:10])=[O:4].[CH:30]1(CO)[CH2:32][CH2:31]1. (4) Given the product [CH:12]([C:2]1[CH:3]=[CH:4][C:5]([C:8]([O:10][CH3:11])=[O:9])=[N:6][CH:7]=1)=[CH2:13], predict the reactants needed to synthesize it. The reactants are: Br[C:2]1[CH:3]=[CH:4][C:5]([C:8]([O:10][CH3:11])=[O:9])=[N:6][CH:7]=1.[CH:12]([Sn](CCCC)(CCCC)CCCC)=[CH2:13]. (5) Given the product [CH3:1][O:2][C:3]([NH:4][C:5]1[NH:9][C:8]2[CH:10]=[CH:11][C:12]([O:14][S:25]([C:22]3[CH:21]=[CH:20][C:19]([O:18][C:17]([F:16])([F:29])[F:30])=[CH:24][CH:23]=3)(=[O:27])=[O:26])=[CH:13][C:7]=2[N:6]=1)=[O:15], predict the reactants needed to synthesize it. The reactants are: [CH3:1][O:2][C:3](=[O:15])[NH:4][C:5]1[NH:9][C:8]2[CH:10]=[CH:11][C:12]([OH:14])=[CH:13][C:7]=2[N:6]=1.[F:16][C:17]([F:30])([F:29])[O:18][C:19]1[CH:24]=[CH:23][C:22]([S:25](Cl)(=[O:27])=[O:26])=[CH:21][CH:20]=1.C(N(CC)CC)C. (6) The reactants are: FC1C=C(C2C=C(CO)C=NC=2OCCC)C=CC=1F.[Br:21][C:22]1[C:23]([O:30][CH2:31][CH3:32])=[N:24][CH:25]=[C:26]([CH2:28]Cl)[CH:27]=1.[NH2:33][C:34]1[N:39]=[CH:38][C:37](B(O)O)=[CH:36][N:35]=1. Given the product [Br:21][C:22]1[CH:27]=[C:26]([CH2:28][C:37]2[CH:36]=[N:35][C:34]([NH2:33])=[N:39][CH:38]=2)[CH:25]=[N:24][C:23]=1[O:30][CH2:31][CH3:32], predict the reactants needed to synthesize it. (7) The reactants are: [CH2:1]([N:8]([C:21]([O:23][C:24]([CH3:27])([CH3:26])[CH3:25])=[O:22])[CH:9]1[CH2:15][CH2:14][CH2:13][C:12]2[CH:16]=[CH:17][C:18]([OH:20])=[CH:19][C:11]=2[CH2:10]1)[C:2]1[CH:7]=[CH:6][CH:5]=[CH:4][CH:3]=1.N1C(C)=CC=CC=1C.[F:36][C:37]([F:50])([F:49])[S:38](O[S:38]([C:37]([F:50])([F:49])[F:36])(=[O:40])=[O:39])(=[O:40])=[O:39]. Given the product [CH2:1]([N:8]([CH:9]1[CH2:15][CH2:14][CH2:13][C:12]2[CH:16]=[CH:17][C:18]([O:20][S:38]([C:37]([F:50])([F:49])[F:36])(=[O:40])=[O:39])=[CH:19][C:11]=2[CH2:10]1)[C:21]([O:23][C:24]([CH3:27])([CH3:26])[CH3:25])=[O:22])[C:2]1[CH:3]=[CH:4][CH:5]=[CH:6][CH:7]=1, predict the reactants needed to synthesize it. (8) Given the product [C:31]([O:35][C:36]([N:38]1[C@H:47]([C:48]([N:50]2[CH2:54][CH2:53][CH2:52][C@H:51]2[C:55]#[N:56])=[O:49])[CH2:46][C:45]2[C:40](=[CH:41][C:42]([C:19]3[CH:18]=[N:17][C:16]([O:15][CH:13]([CH:10]4[CH2:9][CH2:8][N:7]([C:5]([O:4][CH:1]([CH3:2])[CH3:3])=[O:6])[CH2:12][CH2:11]4)[CH3:14])=[CH:21][CH:20]=3)=[CH:43][CH:44]=2)[CH2:39]1)=[O:37])([CH3:34])([CH3:32])[CH3:33], predict the reactants needed to synthesize it. The reactants are: [CH:1]([O:4][C:5]([N:7]1[CH2:12][CH2:11][CH:10]([CH:13]([O:15][C:16]2[CH:21]=[CH:20][C:19](B3OC(C)(C)C(C)(C)O3)=[CH:18][N:17]=2)[CH3:14])[CH2:9][CH2:8]1)=[O:6])([CH3:3])[CH3:2].[C:31]([O:35][C:36]([N:38]1[C@H:47]([C:48]([N:50]2[CH2:54][CH2:53][CH2:52][C@H:51]2[C:55]#[N:56])=[O:49])[CH2:46][C:45]2[C:40](=[CH:41][C:42](OS(C(F)(F)F)(=O)=O)=[CH:43][CH:44]=2)[CH2:39]1)=[O:37])([CH3:34])([CH3:33])[CH3:32]. (9) Given the product [CH3:11][C@H:12]1[CH2:17][O:16][CH2:15][CH2:14][N:13]1[C:18]1[CH:23]=[C:22]([CH2:24][S:25]([C:28]2[CH:33]=[CH:32][CH:31]=[CH:30][C:29]=2[C:34]([F:35])([F:36])[F:37])(=[O:27])=[O:26])[N:21]=[C:20]([C:38]2[CH:39]=[CH:40][C:41]([NH:42][C:2](=[O:3])[O:4][C:5]3[CH:10]=[CH:9][CH:8]=[CH:7][CH:6]=3)=[CH:43][CH:44]=2)[N:19]=1, predict the reactants needed to synthesize it. The reactants are: Cl[C:2]([O:4][C:5]1[CH:10]=[CH:9][CH:8]=[CH:7][CH:6]=1)=[O:3].[CH3:11][C@H:12]1[CH2:17][O:16][CH2:15][CH2:14][N:13]1[C:18]1[CH:23]=[C:22]([CH2:24][S:25]([C:28]2[CH:33]=[CH:32][CH:31]=[CH:30][C:29]=2[C:34]([F:37])([F:36])[F:35])(=[O:27])=[O:26])[N:21]=[C:20]([C:38]2[CH:44]=[CH:43][C:41]([NH2:42])=[CH:40][CH:39]=2)[N:19]=1.C(=O)([O-])O.[Na+]. (10) Given the product [NH2:1][C:2]1[N:10]=[C:9]([O:11][CH2:12][CH2:13][O:14][CH3:15])[N:8]=[C:7]2[C:3]=1[N:4]([CH2:28][CH3:29])[C:5](=[O:25])[N:6]2[CH2:16][C:17]1[CH:18]=[C:19]([CH:22]=[CH:23][CH:24]=1)[C:20]#[N:21], predict the reactants needed to synthesize it. The reactants are: [NH2:1][C:2]1[N:10]=[C:9]([O:11][CH2:12][CH2:13][O:14][CH3:15])[N:8]=[C:7]2[C:3]=1[N:4]=[C:5]([O:25]C)[N:6]2[CH2:16][C:17]1[CH:18]=[C:19]([CH:22]=[CH:23][CH:24]=1)[C:20]#[N:21].Cl.[C:28](#N)[CH3:29].